Dataset: NCI-60 drug combinations with 297,098 pairs across 59 cell lines. Task: Regression. Given two drug SMILES strings and cell line genomic features, predict the synergy score measuring deviation from expected non-interaction effect. (1) Drug 1: C1=CC(=CC=C1CC(C(=O)O)N)N(CCCl)CCCl.Cl. Drug 2: CC=C1C(=O)NC(C(=O)OC2CC(=O)NC(C(=O)NC(CSSCCC=C2)C(=O)N1)C(C)C)C(C)C. Cell line: K-562. Synergy scores: CSS=59.4, Synergy_ZIP=-2.19, Synergy_Bliss=0.208, Synergy_Loewe=-32.0, Synergy_HSA=-2.37. (2) Drug 1: C1=NC2=C(N1)C(=S)N=CN2. Drug 2: CC1CCCC2(C(O2)CC(NC(=O)CC(C(C(=O)C(C1O)C)(C)C)O)C(=CC3=CSC(=N3)C)C)C. Cell line: HCT116. Synergy scores: CSS=57.6, Synergy_ZIP=-3.27, Synergy_Bliss=-4.86, Synergy_Loewe=-10.5, Synergy_HSA=-3.16. (3) Drug 1: CCC1=CC2CC(C3=C(CN(C2)C1)C4=CC=CC=C4N3)(C5=C(C=C6C(=C5)C78CCN9C7C(C=CC9)(C(C(C8N6C)(C(=O)OC)O)OC(=O)C)CC)OC)C(=O)OC.C(C(C(=O)O)O)(C(=O)O)O. Drug 2: C1=C(C(=O)NC(=O)N1)N(CCCl)CCCl. Cell line: SR. Synergy scores: CSS=87.1, Synergy_ZIP=1.30, Synergy_Bliss=1.77, Synergy_Loewe=1.62, Synergy_HSA=4.26. (4) Drug 1: C1=NC2=C(N=C(N=C2N1C3C(C(C(O3)CO)O)O)F)N. Drug 2: CC1CCC2CC(C(=CC=CC=CC(CC(C(=O)C(C(C(=CC(C(=O)CC(OC(=O)C3CCCCN3C(=O)C(=O)C1(O2)O)C(C)CC4CCC(C(C4)OC)O)C)C)O)OC)C)C)C)OC. Cell line: SN12C. Synergy scores: CSS=14.7, Synergy_ZIP=-4.71, Synergy_Bliss=3.15, Synergy_Loewe=-5.68, Synergy_HSA=0.911. (5) Drug 1: C1CCC(C1)C(CC#N)N2C=C(C=N2)C3=C4C=CNC4=NC=N3. Drug 2: CS(=O)(=O)CCNCC1=CC=C(O1)C2=CC3=C(C=C2)N=CN=C3NC4=CC(=C(C=C4)OCC5=CC(=CC=C5)F)Cl. Cell line: MCF7. Synergy scores: CSS=7.17, Synergy_ZIP=0.944, Synergy_Bliss=5.96, Synergy_Loewe=1.85, Synergy_HSA=3.41. (6) Drug 1: CC(C)NC(=O)C1=CC=C(C=C1)CNNC.Cl. Drug 2: CC(C)CN1C=NC2=C1C3=CC=CC=C3N=C2N. Cell line: SF-295. Synergy scores: CSS=2.34, Synergy_ZIP=-2.65, Synergy_Bliss=-4.97, Synergy_Loewe=-1.91, Synergy_HSA=-3.62.